Dataset: Full USPTO retrosynthesis dataset with 1.9M reactions from patents (1976-2016). Task: Predict the reactants needed to synthesize the given product. (1) Given the product [CH3:12][O:13][C:14]1[CH:19]=[CH:18][C:17]([NH:20][CH:3]([CH3:4])[CH2:2][C:1]([N:6]2[CH2:10][CH2:9][O:8][C:7]2=[O:11])=[O:5])=[CH:16][CH:15]=1, predict the reactants needed to synthesize it. The reactants are: [C:1]([N:6]1[CH2:10][CH2:9][O:8][C:7]1=[O:11])(=[O:5])/[CH:2]=[CH:3]/[CH3:4].[CH3:12][O:13][C:14]1[CH:19]=[CH:18][C:17]([NH2:20])=[CH:16][CH:15]=1. (2) Given the product [C:33]([Si:30]([CH3:32])([CH3:31])[O:1][C@@H:2]1[CH2:21][C@@:20]2([CH3:22])[C@@H:13]([CH2:14][CH2:15][C@@H:16]2[C:17](=[O:19])[CH3:18])[C@H:12]2[C@H:3]1[C@:4]1([CH3:24])[C:9]([CH2:10][CH2:11]2)=[CH:8][C:7](=[O:23])[CH2:6][CH2:5]1)([CH3:36])([CH3:35])[CH3:34], predict the reactants needed to synthesize it. The reactants are: [OH:1][C@@H:2]1[CH2:21][C@@:20]2([CH3:22])[C@@H:13]([CH2:14][CH2:15][C@@H:16]2[C:17](=[O:19])[CH3:18])[C@H:12]2[C@H:3]1[C@:4]1([CH3:24])[C:9]([CH2:10][CH2:11]2)=[CH:8][C:7](=[O:23])[CH2:6][CH2:5]1.N1C=CN=C1.[Si:30](Cl)([C:33]([CH3:36])([CH3:35])[CH3:34])([CH3:32])[CH3:31]. (3) Given the product [CH3:24][C:17]1([C:21]([OH:23])=[O:22])[CH2:18][CH2:19][CH2:20][NH:15][CH2:16]1, predict the reactants needed to synthesize it. The reactants are: C(O)(C(F)(F)F)=O.C(OC([N:15]1[CH2:20][CH2:19][CH2:18][C:17]([CH3:24])([C:21]([OH:23])=[O:22])[CH2:16]1)=O)(C)(C)C. (4) The reactants are: FC(F)(F)C([O:5][C@@H:6]1[CH2:10][C:9](=[O:11])[O:8][C:7]1=[O:12])=O.[CH3:15][O:16][C:17]1[CH:22]=[CH:21][C:20]([CH2:23][OH:24])=[CH:19][CH:18]=1.C(N/C(=N\C(C)C)/O[C:31]([CH3:34])([CH3:33])[CH3:32])(C)C. Given the product [OH:5][C@H:6]([CH2:10][C:9]([O:8][C:31]([CH3:34])([CH3:33])[CH3:32])=[O:11])[C:7]([O:24][CH2:23][C:20]1[CH:21]=[CH:22][C:17]([O:16][CH3:15])=[CH:18][CH:19]=1)=[O:12], predict the reactants needed to synthesize it. (5) Given the product [N:36]12[CH2:39][CH2:40][C:2]([O:4][C:5]([NH:13][C:14]3[CH:19]=[C:18]([CH2:20][CH2:21][CH2:22][C:23]([O:25][CH2:26][CH3:27])=[O:24])[CH:17]=[CH:16][C:15]=3[C:28]3[CH:29]=[CH:30][CH:31]=[CH:32][CH:33]=3)=[O:11])([CH2:38][CH2:37]1)[CH2:35][CH2:34]2, predict the reactants needed to synthesize it. The reactants are: Cl[C:2](Cl)([O:4][C:5](=[O:11])OC(Cl)(Cl)Cl)Cl.[NH2:13][C:14]1[CH:19]=[C:18]([CH2:20][CH2:21][CH2:22][C:23]([O:25][CH2:26][CH3:27])=[O:24])[CH:17]=[CH:16][C:15]=1[C:28]1[CH:33]=[CH:32][CH:31]=[CH:30][CH:29]=1.[CH2:34]([N:36]([CH2:39][CH3:40])[CH2:37][CH3:38])[CH3:35].